Dataset: Forward reaction prediction with 1.9M reactions from USPTO patents (1976-2016). Task: Predict the product of the given reaction. (1) Given the reactants C[O:2][C:3](=[O:17])[CH2:4][N:5]([C:10]([O:12][C:13]([CH3:16])([CH3:15])[CH3:14])=[O:11])[CH2:6][CH:7]([CH3:9])[CH3:8].O.[OH-].[Li+], predict the reaction product. The product is: [C:13]([O:12][C:10]([N:5]([CH2:6][CH:7]([CH3:9])[CH3:8])[CH2:4][C:3]([OH:17])=[O:2])=[O:11])([CH3:16])([CH3:15])[CH3:14]. (2) Given the reactants [Cl:1][C:2]1[CH:7]=[C:6]([O:8][C:9]2[C:10]3[N:17]([CH3:18])[C:16]([CH3:19])=[CH:15][C:11]=3[N:12]=[CH:13][N:14]=2)[CH:5]=[CH:4][C:3]=1[NH:20][C:21]([NH:23][C:24]1[CH:29]=[CH:28][CH:27]=[C:26]([C:30]([F:33])([F:32])[F:31])[CH:25]=1)=[O:22].Cl.C(OCC)(=O)C, predict the reaction product. The product is: [ClH:1].[Cl:1][C:2]1[CH:7]=[C:6]([O:8][C:9]2[C:10]3[N:17]([CH3:18])[C:16]([CH3:19])=[CH:15][C:11]=3[N:12]=[CH:13][N:14]=2)[CH:5]=[CH:4][C:3]=1[NH:20][C:21]([NH:23][C:24]1[CH:29]=[CH:28][CH:27]=[C:26]([C:30]([F:32])([F:31])[F:33])[CH:25]=1)=[O:22]. (3) Given the reactants [F:1][C:2]([F:15])([F:14])[C:3]1[CH:4]=[N:5][C:6]2[CH:7]=[CH:8][NH:9][C:10](=O)[C:11]=2[CH:12]=1.P(Cl)(Cl)([Cl:18])=O, predict the reaction product. The product is: [Cl:18][C:10]1[N:9]=[CH:8][CH:7]=[C:6]2[C:11]=1[CH:12]=[C:3]([C:2]([F:15])([F:14])[F:1])[CH:4]=[N:5]2. (4) The product is: [Cl:1][C:2]1[CH:3]=[C:4]([N:8]2[C:12]([C:13]3[CH:18]=[CH:17][C:16]([F:19])=[C:15]([C:20]([F:22])([F:23])[F:21])[CH:14]=3)=[CH:11][C:10]([C:24]([OH:26])=[O:25])=[N:9]2)[CH:5]=[CH:6][CH:7]=1. Given the reactants [Cl:1][C:2]1[CH:3]=[C:4]([N:8]2[C:12]([C:13]3[CH:18]=[CH:17][C:16]([F:19])=[C:15]([C:20]([F:23])([F:22])[F:21])[CH:14]=3)=[CH:11][C:10]([C:24]([O:26]CC)=[O:25])=[N:9]2)[CH:5]=[CH:6][CH:7]=1.[OH-].[Li+], predict the reaction product. (5) Given the reactants [CH:1]([OH:4])([CH3:3])[CH3:2].Cl[C:6]1[C:15]2[C:10](=[CH:11][CH:12]=[C:13]([CH3:16])[N:14]=2)[N:9]=[CH:8][C:7]=1[C:17]#[N:18], predict the reaction product. The product is: [CH:1]([O:4][C:6]1[C:15]2[C:10](=[CH:11][CH:12]=[C:13]([CH3:16])[N:14]=2)[N:9]=[CH:8][C:7]=1[C:17]#[N:18])([CH3:3])[CH3:2]. (6) Given the reactants [Cl:1][C:2]1[C:3]([NH:12][S:13]([C:16]2[CH:25]=[CH:24][C:19]([C:20]([O:22][CH3:23])=[O:21])=[CH:18][CH:17]=2)(=[O:15])=[O:14])=[N:4][CH:5]=[C:6]([C:8]([F:11])([F:10])[F:9])[CH:7]=1.Cl[CH2:27][C:28]1[CH:33]=[CH:32][CH:31]=[C:30]([C:34]([F:37])([F:36])[F:35])[CH:29]=1, predict the reaction product. The product is: [Cl:1][C:2]1[C:3]([N:12]([CH2:27][C:28]2[CH:33]=[CH:32][CH:31]=[C:30]([C:34]([F:35])([F:36])[F:37])[CH:29]=2)[S:13]([C:16]2[CH:25]=[CH:24][C:19]([C:20]([O:22][CH3:23])=[O:21])=[CH:18][CH:17]=2)(=[O:15])=[O:14])=[N:4][CH:5]=[C:6]([C:8]([F:11])([F:9])[F:10])[CH:7]=1.